This data is from Reaction yield outcomes from USPTO patents with 853,638 reactions. The task is: Predict the reaction yield, written as a fraction of the theoretical maximum amount of product (1.0 means a 100% yield; for example, 0.34 means a 34% yield). (1) The reactants are [N:1]1([C:12]([O:14][C:15]([CH3:18])([CH3:17])[CH3:16])=[O:13])[CH2:6][CH2:5][CH:4]([C:7]([O:9][CH2:10][CH3:11])=[O:8])[CH2:3][CH2:2]1.[Li+].CC([N-]C(C)C)C.[CH3:27][S:28](Cl)(=[O:30])=[O:29].CCCCCC. The catalyst is C1COCC1. The product is [CH3:27][S:28]([C:4]1([C:7]([O:9][CH2:10][CH3:11])=[O:8])[CH2:3][CH2:2][N:1]([C:12]([O:14][C:15]([CH3:17])([CH3:16])[CH3:18])=[O:13])[CH2:6][CH2:5]1)(=[O:30])=[O:29]. The yield is 0.0800. (2) The reactants are [N:1]1[S:5][N:4]=[C:3]2[C:6]([S:10]([NH:13][C:14]3[CH:34]=[C:33]([Cl:35])[C:32]([Cl:36])=[CH:31][C:15]=3[C:16]([NH:18][C@@H:19]([CH2:23][C:24]3[CH:29]=[CH:28][C:27]([Cl:30])=[CH:26][CH:25]=3)[C:20](O)=[O:21])=[O:17])(=[O:12])=[O:11])=[CH:7][CH:8]=[CH:9][C:2]=12.[NH3:37]. No catalyst specified. The product is [N:1]1[S:5][N:4]=[C:3]2[C:6]([S:10]([NH:13][C:14]3[CH:34]=[C:33]([Cl:35])[C:32]([Cl:36])=[CH:31][C:15]=3[C:16]([NH:18][C@H:19]([C:20](=[O:21])[NH2:37])[CH2:23][C:24]3[CH:25]=[CH:26][C:27]([Cl:30])=[CH:28][CH:29]=3)=[O:17])(=[O:12])=[O:11])=[CH:7][CH:8]=[CH:9][C:2]=12. The yield is 0.200. (3) The reactants are [Br:1][C:2]1[CH:3]=[C:4]([C:8]([NH:12][C:13](=[O:16])[CH2:14]Cl)([CH3:11])[CH2:9][OH:10])[CH:5]=[CH:6][CH:7]=1.[K].CCSC(N(CC(C)C)CC(C)C)=O.CO. The catalyst is CC(O)(CC)C. The product is [Br:1][C:2]1[CH:3]=[C:4]([C:8]2([CH3:11])[NH:12][C:13](=[O:16])[CH2:14][O:10][CH2:9]2)[CH:5]=[CH:6][CH:7]=1. The yield is 0.880.